Dataset: Full USPTO retrosynthesis dataset with 1.9M reactions from patents (1976-2016). Task: Predict the reactants needed to synthesize the given product. (1) Given the product [CH2:23]([NH:22][C:15]1[CH:14]=[C:13]2[C:18]([C:9]([NH:10][CH2:9][C:18]3[CH:17]=[CH:16][CH:15]=[CH:7][C:6]=3[NH:3][CH3:4])=[N:10][CH:11]=[N:12]2)=[CH:17][C:16]=1[N+:19]([O-:21])=[O:20])[CH3:24], predict the reactants needed to synthesize it. The reactants are: C([N:3]([CH2:6][CH3:7])[CH2:4]C)C.Cl[C:9]1[C:18]2[C:13](=[CH:14][C:15]([NH:22][CH2:23][CH3:24])=[C:16]([N+:19]([O-:21])=[O:20])[CH:17]=2)[N:12]=[CH:11][N:10]=1. (2) Given the product [CH3:21][N:23]([CH2:2][C:3]1[N:7]2[CH:8]=[CH:9][CH:10]=[CH:11][C:6]2=[N:5][C:4]=1[C:12]1[CH:17]=[CH:16][CH:15]=[CH:14][C:13]=1[NH2:18])[CH3:24], predict the reactants needed to synthesize it. The reactants are: Cl[CH2:2][C:3]1[N:7]2[CH:8]=[CH:9][CH:10]=[CH:11][C:6]2=[N:5][C:4]=1[C:12]1[CH:17]=[CH:16][CH:15]=[CH:14][C:13]=1[N+:18]([O-])=O.[CH2:21]([N:23](CC)[CH2:24]C)C.CNC.C1COCC1. (3) Given the product [Br:9][C:4]1[CH:3]=[C:2]([Si:22]([C:29]2[CH:30]=[CH:31][CH:32]=[CH:33][CH:34]=2)([C:35]2[CH:40]=[CH:39][CH:38]=[CH:37][CH:36]=2)[C:23]2[CH:24]=[CH:25][CH:26]=[CH:27][CH:28]=2)[CH:7]=[C:6]([Br:8])[CH:5]=1, predict the reactants needed to synthesize it. The reactants are: Br[C:2]1[CH:7]=[C:6]([Br:8])[CH:5]=[C:4]([Br:9])[CH:3]=1.C([Li])CCC.CCCCCC.Cl[Si:22]([C:35]1[CH:40]=[CH:39][CH:38]=[CH:37][CH:36]=1)([C:29]1[CH:34]=[CH:33][CH:32]=[CH:31][CH:30]=1)[C:23]1[CH:28]=[CH:27][CH:26]=[CH:25][CH:24]=1. (4) Given the product [Cl:73][C:74]1[CH:75]=[C:76]2[C:82]([C:46]3[S:50][C:49]([CH2:51][NH:52][C:53]([C:55]4[C:56](=[O:70])[N:57]([CH2:61][C:62]5[CH:67]=[CH:66][C:65]([F:68])=[C:64]([F:69])[CH:63]=5)[CH:58]=[CH:59][CH:60]=4)=[O:54])=[CH:48][CH:47]=3)=[CH:81][NH:80][C:77]2=[N:78][CH:79]=1, predict the reactants needed to synthesize it. The reactants are: C(C1C=C2C(C3C=C(C=CC=3)CNC(C3C(=O)N(CC4C=CC(F)=C(F)C=4)C=CC=3)=O)=CNC2=NC=1)#N.CC1(C)C(C)(C)OB([C:46]2[S:50][C:49]([CH2:51][NH:52][C:53]([C:55]3[C:56](=[O:70])[N:57]([CH2:61][C:62]4[CH:67]=[CH:66][C:65]([F:68])=[C:64]([F:69])[CH:63]=4)[CH:58]=[CH:59][CH:60]=3)=[O:54])=[CH:48][CH:47]=2)O1.[B].[Cl:73][C:74]1[CH:75]=[C:76]2[C:82](I)=[CH:81][NH:80][C:77]2=[N:78][CH:79]=1. (5) Given the product [N:22]1([C:18](=[O:20])[CH2:17][CH2:16][NH:15][C:13]([C:11]2[O:10][N:9]=[C:8]([C:5]3[CH:4]=[CH:3][C:2]([F:1])=[CH:7][CH:6]=3)[CH:12]=2)=[O:14])[CH2:25][CH2:24][CH2:23]1, predict the reactants needed to synthesize it. The reactants are: [F:1][C:2]1[CH:7]=[CH:6][C:5]([C:8]2[CH:12]=[C:11]([C:13]([NH:15][CH2:16][CH2:17][C:18]([OH:20])=O)=[O:14])[O:10][N:9]=2)=[CH:4][CH:3]=1.Cl.[NH:22]1[CH2:25][CH2:24][CH2:23]1.ClCCl.CCN(C(C)C)C(C)C. (6) Given the product [CH2:13]([O:1][CH:2]([CH2:8][CH:9]=[CH2:10])[C:3]([O:5][CH2:6][CH3:7])=[O:4])[C:14]1[CH:19]=[CH:18][CH:17]=[CH:16][CH:15]=1, predict the reactants needed to synthesize it. The reactants are: [OH:1][CH:2]([CH2:8][CH:9]=[CH2:10])[C:3]([O:5][CH2:6][CH3:7])=[O:4].[H-].[Na+].[CH2:13](Br)[C:14]1[CH:19]=[CH:18][CH:17]=[CH:16][CH:15]=1. (7) Given the product [C:30]([NH:1][C:2]1([C:10]2[CH:9]=[CH:8][C:7]([CH:11]([CH3:12])[CH3:13])=[CH:6][C:5]=2[O:4][C:3](=[O:4])[CH2:2][CH2:10][CH2:9][CH2:28][CH3:29])[C:20](=[O:21])[C:19]2[C:14](=[CH:15][CH:16]=[CH:17][CH:18]=2)[C:3]1=[O:22])(=[O:36])[CH2:31][CH2:32][CH2:33][CH2:34][CH3:35], predict the reactants needed to synthesize it. The reactants are: [NH2:1][C:2]12[C:20](=[O:21])[C:19]3[C:14](=[CH:15][CH:16]=[CH:17][CH:18]=3)[C:3]1([OH:22])[O:4][C:5]1[C:10]2=[CH:9][CH:8]=[C:7]([CH:11]([CH3:13])[CH3:12])[CH:6]=1.C(N([CH2:28][CH3:29])CC)C.[C:30](Cl)(=[O:36])[CH2:31][CH2:32][CH2:33][CH2:34][CH3:35].